The task is: Predict the reactants needed to synthesize the given product.. This data is from Full USPTO retrosynthesis dataset with 1.9M reactions from patents (1976-2016). (1) Given the product [CH3:12][C:10]1[N:11]=[C:4]2[C:3]([CH:2]=[O:1])=[CH:8][CH:7]=[CH:6][N:5]2[CH:9]=1, predict the reactants needed to synthesize it. The reactants are: [OH:1][CH2:2][C:3]1[C:4]2[N:5]([CH:9]=[C:10]([CH3:12])[N:11]=2)[CH:6]=[CH:7][CH:8]=1.[K+].[Br-]. (2) Given the product [O:4]=[C:5]1[C:14]2[NH:15][CH:16]=[C:17]([C:20]([OH:22])=[O:21])[C:13]=2[C:12]2[CH:11]=[CH:10][CH:9]=[CH:8][C:7]=2[NH:6]1, predict the reactants needed to synthesize it. The reactants are: O.[OH-].[Li+].[O:4]=[C:5]1[C:14]2[NH:15][CH:16]=[CH:17][C:13]=2[C:12]2[CH:11]=[CH:10][CH:9]=[CH:8][C:7]=2[NH:6]1.C([C:20]([O-:22])=[O:21])C. (3) Given the product [NH2:18][C:15]1[CH:14]=[CH:13][C:12]([CH2:11][C:10]2[C:9]3[C:4](=[CH:5][CH:6]=[CH:7][CH:8]=3)[N:3]([CH2:21][C:22]([O:24][CH2:25][CH3:26])=[O:23])[C:2]=2[CH3:1])=[CH:17][CH:16]=1, predict the reactants needed to synthesize it. The reactants are: [CH3:1][C:2]1[N:3]([CH2:21][C:22]([O:24][CH2:25][CH3:26])=[O:23])[C:4]2[C:9]([C:10]=1[CH2:11][C:12]1[CH:17]=[CH:16][C:15]([N+:18]([O-])=O)=[CH:14][CH:13]=1)=[CH:8][CH:7]=[CH:6][CH:5]=2. (4) Given the product [CH3:21][O:8][C:7](=[O:9])[C:6]1[CH:10]=[C:2]([Br:1])[CH:3]=[CH:4][C:5]=1[O:11][C:12]([F:13])([F:14])[F:15], predict the reactants needed to synthesize it. The reactants are: [Br:1][C:2]1[CH:3]=[CH:4][C:5]([O:11][C:12]([F:15])([F:14])[F:13])=[C:6]([CH:10]=1)[C:7]([OH:9])=[O:8].S(=O)(=O)(O)O.[CH3:21]O. (5) Given the product [F:1][C:2]1[CH:7]=[C:6]([C:16]#[C:17][CH2:18][CH2:19][CH3:20])[CH:5]=[CH:4][N:3]=1, predict the reactants needed to synthesize it. The reactants are: [F:1][C:2]1[CH:7]=[C:6](I)[CH:5]=[CH:4][N:3]=1.C(N(CC)CC)C.[CH:16]#[C:17][CH2:18][CH2:19][CH3:20].O.